Dataset: Catalyst prediction with 721,799 reactions and 888 catalyst types from USPTO. Task: Predict which catalyst facilitates the given reaction. (1) Reactant: C(OC([N:8]1[CH2:13][C:12]([CH3:15])([CH3:14])[N:11]([C:16]([C:18]2[C:19]3[CH:34]=[N:33][N:32](C4CCCCO4)[C:20]=3[N:21]=[C:22]([C:24]3[CH:29]=[CH:28][C:27]([OH:30])=[CH:26][C:25]=3[F:31])[CH:23]=2)=[O:17])[CH2:10][CH:9]1[CH:41]([CH3:43])[CH3:42])=O)(C)(C)C.Cl. Product: [F:31][C:25]1[CH:26]=[C:27]([OH:30])[CH:28]=[CH:29][C:24]=1[C:22]1[N:21]=[C:20]2[NH:32][N:33]=[CH:34][C:19]2=[C:18]([C:16]([N:11]2[CH2:10][CH:9]([CH:41]([CH3:42])[CH3:43])[NH:8][CH2:13][C:12]2([CH3:14])[CH3:15])=[O:17])[CH:23]=1. The catalyst class is: 7. (2) Reactant: [Cl:1][C:2]1[CH:3]=[C:4]([C@H:8]([OH:38])[CH2:9][NH:10][C:11]2[C:20]3[C:15](=[CH:16][CH:17]=[CH:18][CH:19]=3)[NH:14][C:13](=[O:21])[C:12]=2[C:22]2[NH:26][C:25]3[CH:27]=[C:28]([N:32]4[CH2:37][CH2:36]N[CH2:34][CH2:33]4)[CH:29]=[C:30]([CH3:31])[C:24]=3[N:23]=2)[CH:5]=[CH:6][CH:7]=1.[C:39]([BH3-])#[N:40].[Na+].[CH3:43][OH:44]. Product: [Cl:1][C:2]1[CH:3]=[C:4]([C@H:8]([OH:38])[CH2:9][NH:10][C:11]2[C:20]3[C:15](=[CH:16][CH:17]=[CH:18][CH:19]=3)[NH:14][C:13](=[O:21])[C:12]=2[C:22]2[NH:26][C:25]3[CH:27]=[C:28]([N:32]4[CH2:37][CH2:36][N:40]([CH2:39][CH2:43][OH:44])[CH2:34][CH2:33]4)[CH:29]=[C:30]([CH3:31])[C:24]=3[N:23]=2)[CH:5]=[CH:6][CH:7]=1. The catalyst class is: 7. (3) Reactant: [Br:1][C:2]1[N:7]=[C:6]([C:8]([OH:10])=[O:9])[CH:5]=[CH:4][C:3]=1[F:11].OS(O)(=O)=O.[CH3:17]O. Product: [Br:1][C:2]1[N:7]=[C:6]([C:8]([O:10][CH3:17])=[O:9])[CH:5]=[CH:4][C:3]=1[F:11]. The catalyst class is: 13. (4) Reactant: [NH2:1][C:2]1[C:7]([C:8]([C:10]2[CH:11]=[N:12][CH:13]=[CH:14][CH:15]=2)=[O:9])=[CH:6][CH:5]=[CH:4][N:3]=1.C([O-])([O-])=O.[Na+].[Na+].[Br:22]Br.CO. Product: [NH2:1][C:2]1[C:7]([C:8]([C:10]2[CH:11]=[N:12][CH:13]=[CH:14][CH:15]=2)=[O:9])=[CH:6][C:5]([Br:22])=[CH:4][N:3]=1. The catalyst class is: 15. (5) Reactant: C(O[C:4]([C:6]1(C)[C:12](=[O:13])[CH2:11][CH2:10][N:9]([C:14]([O:16][C:17]([CH3:20])([CH3:19])[CH3:18])=[O:15])[CH2:8][CH2:7]1)=O)C.[OH-].[K+]. Product: [C:17]([O:16][C:14]([N:9]1[CH2:10][CH2:11][C:12](=[O:13])[CH:6]([CH3:4])[CH2:7][CH2:8]1)=[O:15])([CH3:20])([CH3:18])[CH3:19]. The catalyst class is: 12. (6) Reactant: C(O)C.C(=S)(OCC)[S:5][C:6]1[CH:7]=[N:8][C:9]([C:12]([F:15])([F:14])[F:13])=[CH:10][CH:11]=1.[OH-].[Na+]. Product: [F:15][C:12]([F:13])([F:14])[C:9]1[N:8]=[CH:7][C:6]([SH:5])=[CH:11][CH:10]=1. The catalyst class is: 6. (7) Reactant: Br[CH2:2][C:3]([O:5][CH2:6][CH3:7])=[O:4].[CH3:8][C:9]([C:11]1[CH:16]=[C:15]([Br:17])[CH:14]=[CH:13][C:12]=1[OH:18])=[O:10].C(=O)([O-])[O-].[K+].[K+].O. Product: [CH2:6]([O:5][C:3](=[O:4])[CH2:2][O:18][C:12]1[CH:13]=[CH:14][C:15]([Br:17])=[CH:16][C:11]=1[C:9](=[O:10])[CH3:8])[CH3:7]. The catalyst class is: 42. (8) Reactant: [F:1][C:2]1[CH:7]=[CH:6][CH:5]=[C:4]([O:8][CH3:9])[C:3]=1[CH:10]([N:14]1[CH2:19][CH2:18][N:17]([CH3:20])[CH2:16][CH2:15]1)[C:11]([OH:13])=O.[F:21][C:22]([F:36])([F:35])[C:23]1[CH:24]=[C:25]([NH:33][NH2:34])[CH:26]=[C:27]([C:29]([F:32])([F:31])[F:30])[CH:28]=1.CN1CCOCC1.F[P-](F)(F)(F)(F)F.N1(O[P+](N(C)C)(N(C)C)N(C)C)C2C=CC=CC=2N=N1.[OH-].[Na+]. Product: [F:21][C:22]([F:35])([F:36])[C:23]1[CH:24]=[C:25]([NH:33][NH:34][C:11](=[O:13])[CH:10]([C:3]2[C:4]([O:8][CH3:9])=[CH:5][CH:6]=[CH:7][C:2]=2[F:1])[N:14]2[CH2:19][CH2:18][N:17]([CH3:20])[CH2:16][CH2:15]2)[CH:26]=[C:27]([C:29]([F:32])([F:30])[F:31])[CH:28]=1. The catalyst class is: 3.